From a dataset of Forward reaction prediction with 1.9M reactions from USPTO patents (1976-2016). Predict the product of the given reaction. (1) Given the reactants [F:1][C:2]1[CH:3]=[C:4]([NH:9][C:10]2[CH:15]=[C:14]([F:16])[CH:13]=[CH:12][C:11]=2[N+:17]([O-])=O)[CH:5]=[C:6]([F:8])[CH:7]=1, predict the reaction product. The product is: [F:1][C:2]1[CH:3]=[C:4]([NH:9][C:10]2[C:11]([NH2:17])=[CH:12][CH:13]=[C:14]([F:16])[CH:15]=2)[CH:5]=[C:6]([F:8])[CH:7]=1. (2) Given the reactants Br[C:2]1[CH:3]=[C:4]([S:10]([NH:13][C:14]2[CH:19]=[CH:18][C:17]([N:20]3[CH2:25][CH2:24][O:23][CH2:22][CH2:21]3)=[CH:16][CH:15]=2)(=[O:12])=[O:11])[CH:5]=[CH:6][C:7]=1[O:8][CH3:9].[C:26]([C:29]1[CH:34]=[CH:33][C:32](B(O)O)=[CH:31][CH:30]=1)([OH:28])=[O:27], predict the reaction product. The product is: [CH3:9][O:8][C:7]1[CH:6]=[CH:5][C:4]([S:10](=[O:12])(=[O:11])[NH:13][C:14]2[CH:19]=[CH:18][C:17]([N:20]3[CH2:25][CH2:24][O:23][CH2:22][CH2:21]3)=[CH:16][CH:15]=2)=[CH:3][C:2]=1[C:32]1[CH:33]=[CH:34][C:29]([C:26]([OH:28])=[O:27])=[CH:30][CH:31]=1. (3) Given the reactants [Cl:1][C:2]1[CH:7]=[CH:6][C:5]([NH:8][C:9](=[O:14])[C:10]([CH3:13])([CH3:12])[CH3:11])=[C:4](I)[C:3]=1[C:16]([F:19])([F:18])[F:17].[CH:20]#[C:21][CH3:22], predict the reaction product. The product is: [Cl:1][C:2]1[CH:7]=[CH:6][C:5]([NH:8][C:9](=[O:14])[C:10]([CH3:13])([CH3:12])[CH3:11])=[C:4]([C:20]#[C:21][CH3:22])[C:3]=1[C:16]([F:19])([F:18])[F:17].